From a dataset of Full USPTO retrosynthesis dataset with 1.9M reactions from patents (1976-2016). Predict the reactants needed to synthesize the given product. (1) Given the product [CH2:38]([O:37][C:35](=[O:36])[NH:1][C:2]1[CH:7]=[CH:6][C:5]([C:8]2[CH:9]=[N:10][C:11]3[N:12]([N:15]=[CH:16][C:17]=3[C:18]3[CH:19]=[CH:20][C:21]([N:24]4[CH2:25][CH2:26][N:27]([CH2:30][CH2:31][O:32][CH3:33])[CH2:28][CH2:29]4)=[CH:22][CH:23]=3)[C:13]=2[NH2:14])=[CH:4][CH:3]=1)[CH:39]([CH3:41])[CH3:40], predict the reactants needed to synthesize it. The reactants are: [NH2:1][C:2]1[CH:7]=[CH:6][C:5]([C:8]2[CH:9]=[N:10][C:11]3[N:12]([N:15]=[CH:16][C:17]=3[C:18]3[CH:23]=[CH:22][C:21]([N:24]4[CH2:29][CH2:28][N:27]([CH2:30][CH2:31][O:32][CH3:33])[CH2:26][CH2:25]4)=[CH:20][CH:19]=3)[C:13]=2[NH2:14])=[CH:4][CH:3]=1.Cl[C:35]([O:37][CH2:38][CH:39]([CH3:41])[CH3:40])=[O:36]. (2) Given the product [C:1]([C:5]1[CH:10]=[CH:9][CH:8]=[CH:7][C:6]=1[N:11]1[CH2:12][CH2:13][N:14]([C:17]([C:19]2[CH:24]=[CH:23][C:22]([N:25]3[CH2:29][CH2:28][N:27]([CH2:34][C:35]([O:37][C:38]([CH3:41])([CH3:40])[CH3:39])=[O:36])[C:26]3=[O:30])=[CH:21][CH:20]=2)=[O:18])[CH2:15][CH2:16]1)([CH3:4])([CH3:2])[CH3:3], predict the reactants needed to synthesize it. The reactants are: [C:1]([C:5]1[CH:10]=[CH:9][CH:8]=[CH:7][C:6]=1[N:11]1[CH2:16][CH2:15][N:14]([C:17]([C:19]2[CH:24]=[CH:23][C:22]([N:25]3[CH2:29][CH2:28][NH:27][C:26]3=[O:30])=[CH:21][CH:20]=2)=[O:18])[CH2:13][CH2:12]1)([CH3:4])([CH3:3])[CH3:2].[H-].[Na+].Br[CH2:34][C:35]([O:37][C:38]([CH3:41])([CH3:40])[CH3:39])=[O:36].O.